The task is: Regression. Given two drug SMILES strings and cell line genomic features, predict the synergy score measuring deviation from expected non-interaction effect.. This data is from NCI-60 drug combinations with 297,098 pairs across 59 cell lines. (1) Drug 1: COC1=C(C=C2C(=C1)N=CN=C2NC3=CC(=C(C=C3)F)Cl)OCCCN4CCOCC4. Drug 2: CC1=C(C(=O)C2=C(C1=O)N3CC4C(C3(C2COC(=O)N)OC)N4)N. Cell line: NCI/ADR-RES. Synergy scores: CSS=30.1, Synergy_ZIP=-7.30, Synergy_Bliss=6.30, Synergy_Loewe=5.87, Synergy_HSA=5.90. (2) Drug 1: C1=NC2=C(N1)C(=S)N=C(N2)N. Drug 2: CC1=C2C(C(=O)C3(C(CC4C(C3C(C(C2(C)C)(CC1OC(=O)C(C(C5=CC=CC=C5)NC(=O)C6=CC=CC=C6)O)O)OC(=O)C7=CC=CC=C7)(CO4)OC(=O)C)O)C)OC(=O)C. Cell line: NCI/ADR-RES. Synergy scores: CSS=30.4, Synergy_ZIP=1.97, Synergy_Bliss=1.58, Synergy_Loewe=-0.748, Synergy_HSA=-0.467. (3) Drug 1: C1=NC2=C(N=C(N=C2N1C3C(C(C(O3)CO)O)F)Cl)N. Drug 2: CN(C(=O)NC(C=O)C(C(C(CO)O)O)O)N=O. Cell line: SK-MEL-28. Synergy scores: CSS=15.4, Synergy_ZIP=-2.99, Synergy_Bliss=-3.46, Synergy_Loewe=-90.2, Synergy_HSA=-3.57. (4) Drug 1: C1=NC2=C(N=C(N=C2N1C3C(C(C(O3)CO)O)O)F)N. Drug 2: CCCCCOC(=O)NC1=NC(=O)N(C=C1F)C2C(C(C(O2)C)O)O. Cell line: SNB-75. Synergy scores: CSS=0.623, Synergy_ZIP=0.727, Synergy_Bliss=1.71, Synergy_Loewe=-1.56, Synergy_HSA=-1.53.